Predict the product of the given reaction. From a dataset of Forward reaction prediction with 1.9M reactions from USPTO patents (1976-2016). Given the reactants S(=O)(=O)(OC[C@H]1C[C@@H](N[C:11]2[C:16]([C:17]([C:19]3[S:20][C:21]([CH3:34])=[C:22]([C@H:24]4[C:33]5[C:28](=[CH:29][CH:30]=[CH:31][CH:32]=5)[CH2:27][CH2:26][O:25]4)[CH:23]=3)=[O:18])=[CH:15][N:14]=[CH:13][N:12]=2)C[C@@H]1O)N.C(Cl)[Cl:39], predict the reaction product. The product is: [Cl:39][C:11]1[C:16]([C:17]([C:19]2[S:20][C:21]([CH3:34])=[C:22]([C@H:24]3[C:33]4[C:28](=[CH:29][CH:30]=[CH:31][CH:32]=4)[CH2:27][CH2:26][O:25]3)[CH:23]=2)=[O:18])=[CH:15][N:14]=[CH:13][N:12]=1.